This data is from Full USPTO retrosynthesis dataset with 1.9M reactions from patents (1976-2016). The task is: Predict the reactants needed to synthesize the given product. (1) Given the product [C:1]1([CH3:10])[CH:6]=[CH:5][CH:4]=[CH:3][C:2]=1[C:7]1[CH:25]=[C:20]([C:19]([OH:18])=[O:22])[S:21][CH:8]=1, predict the reactants needed to synthesize it. The reactants are: [C:1]1([CH3:10])[CH:6]=[CH:5][CH:4]=[CH:3][C:2]=1[CH2:7][CH:8]=O.O=P(Cl)(Cl)Cl.C([O:18][C:19](=[O:22])[CH2:20][SH:21])C.[OH-].[Na+].[CH2:25](O)C. (2) Given the product [CH2:1]([O:3][C:4]([N:6]1[C:15]2[C:10](=[CH:11][C:12]([C:16]([F:17])([F:18])[F:19])=[CH:13][CH:14]=2)[N:9]([CH:20]([C:21]2[CH:26]=[C:25]([C:27]([F:28])([F:29])[F:30])[CH:24]=[C:23]([C:31]([F:34])([F:33])[F:32])[CH:22]=2)[C:39](=[O:40])[CH3:38])[CH2:8][CH:7]1[CH2:35][CH3:36])=[O:5])[CH3:2], predict the reactants needed to synthesize it. The reactants are: [CH2:1]([O:3][C:4]([N:6]1[C:15]2[C:10](=[CH:11][C:12]([C:16]([F:19])([F:18])[F:17])=[CH:13][CH:14]=2)[N:9]([CH2:20][C:21]2[CH:26]=[C:25]([C:27]([F:30])([F:29])[F:28])[CH:24]=[C:23]([C:31]([F:34])([F:33])[F:32])[CH:22]=2)[CH2:8][CH:7]1[CH2:35][CH3:36])=[O:5])[CH3:2].C1C[O:40][CH2:39][CH2:38]1.[Li]C(CC)C.C(Cl)(=O)C.